Dataset: NCI-60 drug combinations with 297,098 pairs across 59 cell lines. Task: Regression. Given two drug SMILES strings and cell line genomic features, predict the synergy score measuring deviation from expected non-interaction effect. (1) Drug 1: CCC1(CC2CC(C3=C(CCN(C2)C1)C4=CC=CC=C4N3)(C5=C(C=C6C(=C5)C78CCN9C7C(C=CC9)(C(C(C8N6C=O)(C(=O)OC)O)OC(=O)C)CC)OC)C(=O)OC)O.OS(=O)(=O)O. Drug 2: CC1C(C(CC(O1)OC2CC(CC3=C2C(=C4C(=C3O)C(=O)C5=C(C4=O)C(=CC=C5)OC)O)(C(=O)CO)O)N)O.Cl. Cell line: CAKI-1. Synergy scores: CSS=28.3, Synergy_ZIP=2.99, Synergy_Bliss=3.82, Synergy_Loewe=-4.77, Synergy_HSA=1.58. (2) Drug 1: CC1=C(C=C(C=C1)C(=O)NC2=CC(=CC(=C2)C(F)(F)F)N3C=C(N=C3)C)NC4=NC=CC(=N4)C5=CN=CC=C5. Drug 2: C1=NC(=NC(=O)N1C2C(C(C(O2)CO)O)O)N. Cell line: OVCAR3. Synergy scores: CSS=-2.20, Synergy_ZIP=5.06, Synergy_Bliss=3.51, Synergy_Loewe=-17.1, Synergy_HSA=-14.4. (3) Drug 1: CCC1(CC2CC(C3=C(CCN(C2)C1)C4=CC=CC=C4N3)(C5=C(C=C6C(=C5)C78CCN9C7C(C=CC9)(C(C(C8N6C=O)(C(=O)OC)O)OC(=O)C)CC)OC)C(=O)OC)O.OS(=O)(=O)O. Drug 2: COC1=NC(=NC2=C1N=CN2C3C(C(C(O3)CO)O)O)N. Cell line: HCC-2998. Synergy scores: CSS=3.45, Synergy_ZIP=-1.70, Synergy_Bliss=0.233, Synergy_Loewe=-17.8, Synergy_HSA=-4.02. (4) Drug 1: CN1CCC(CC1)COC2=C(C=C3C(=C2)N=CN=C3NC4=C(C=C(C=C4)Br)F)OC. Drug 2: C1CCN(CC1)CCOC2=CC=C(C=C2)C(=O)C3=C(SC4=C3C=CC(=C4)O)C5=CC=C(C=C5)O. Cell line: UACC-257. Synergy scores: CSS=4.38, Synergy_ZIP=1.33, Synergy_Bliss=3.80, Synergy_Loewe=-0.561, Synergy_HSA=1.59. (5) Drug 1: CC1=C(N=C(N=C1N)C(CC(=O)N)NCC(C(=O)N)N)C(=O)NC(C(C2=CN=CN2)OC3C(C(C(C(O3)CO)O)O)OC4C(C(C(C(O4)CO)O)OC(=O)N)O)C(=O)NC(C)C(C(C)C(=O)NC(C(C)O)C(=O)NCCC5=NC(=CS5)C6=NC(=CS6)C(=O)NCCC[S+](C)C)O. Drug 2: CC12CCC3C(C1CCC2OP(=O)(O)O)CCC4=C3C=CC(=C4)OC(=O)N(CCCl)CCCl.[Na+]. Cell line: MDA-MB-231. Synergy scores: CSS=20.4, Synergy_ZIP=-8.37, Synergy_Bliss=-4.43, Synergy_Loewe=-6.34, Synergy_HSA=-0.0657. (6) Drug 1: CN(CC1=CN=C2C(=N1)C(=NC(=N2)N)N)C3=CC=C(C=C3)C(=O)NC(CCC(=O)O)C(=O)O. Drug 2: CS(=O)(=O)OCCCCOS(=O)(=O)C. Cell line: RXF 393. Synergy scores: CSS=24.6, Synergy_ZIP=-4.96, Synergy_Bliss=0.991, Synergy_Loewe=-70.4, Synergy_HSA=0.374.